This data is from Reaction yield outcomes from USPTO patents with 853,638 reactions. The task is: Predict the reaction yield, written as a fraction of the theoretical maximum amount of product (1.0 means a 100% yield; for example, 0.34 means a 34% yield). (1) The reactants are [CH3:1][C:2]1[C:6]([CH2:7][N:8]2[CH:12]=[C:11]([N+:13]([O-])=O)[N:10]=[CH:9]2)=[C:5]([CH3:16])[O:4][N:3]=1.[H][H]. The catalyst is [Pd].CO. The product is [CH3:1][C:2]1[C:6]([CH2:7][N:8]2[CH:12]=[C:11]([NH2:13])[N:10]=[CH:9]2)=[C:5]([CH3:16])[O:4][N:3]=1. The yield is 0.930. (2) The reactants are [N+:1]([C:4]1[CH:5]=[CH:6][C:7]2[N:8]([C:21](=[O:23])[CH3:22])[C:9]3[C:14]([S:15][C:16]=2[CH:17]=1)=[CH:13][C:12]([N+:18]([O-])=O)=[CH:11][CH:10]=3)([O-])=O.O.O.[Sn](Cl)Cl.C(=O)([O-])O.[Na+]. The catalyst is C(O)C. The product is [NH2:1][C:4]1[CH:5]=[CH:6][C:7]2[N:8]([C:21](=[O:23])[CH3:22])[C:9]3[C:14]([S:15][C:16]=2[CH:17]=1)=[CH:13][C:12]([NH2:18])=[CH:11][CH:10]=3. The yield is 1.00. (3) The reactants are Br[C:2]1[CH:3]=[C:4]([Cl:11])[C:5]([F:10])=[C:6]([CH:9]=1)[C:7]#[N:8].[CH3:12][C:13]1([CH3:29])[C:17]([CH3:19])([CH3:18])[O:16][B:15]([B:15]2[O:16][C:17]([CH3:19])([CH3:18])[C:13]([CH3:29])([CH3:12])[O:14]2)[O:14]1.C([O-])(=O)C.[K+]. The catalyst is C1C=CC(P(C2C=CC=CC=2)[C-]2C=CC=C2)=CC=1.C1C=CC(P(C2C=CC=CC=2)[C-]2C=CC=C2)=CC=1.Cl[Pd]Cl.[Fe+2]. The product is [Cl:11][C:4]1[C:5]([F:10])=[C:6]([CH:9]=[C:2]([B:15]2[O:16][C:17]([CH3:19])([CH3:18])[C:13]([CH3:29])([CH3:12])[O:14]2)[CH:3]=1)[C:7]#[N:8]. The yield is 1.00. (4) The reactants are Cl[C:2]1[N:7]=[N:6][C:5]([CH3:8])=[C:4]([C:9]2[S:13][C:12]([C:14]([O:16][CH3:17])=[O:15])=[CH:11][CH:10]=2)[CH:3]=1.[C:18]([O-])([O-])=O.[Cs+].[Cs+].CB1OB(C)OB(C)O1. The catalyst is O1CCOCC1.O.C1C=CC(P(C2C=CC=CC=2)[C-]2C=CC=C2)=CC=1.C1C=CC(P(C2C=CC=CC=2)[C-]2C=CC=C2)=CC=1.Cl[Pd]Cl.[Fe+2]. The product is [CH3:8][C:5]1[N:6]=[N:7][C:2]([CH3:18])=[CH:3][C:4]=1[C:9]1[S:13][C:12]([C:14]([O:16][CH3:17])=[O:15])=[CH:11][CH:10]=1. The yield is 0.930. (5) The reactants are Cl.[CH3:2][O:3][C:4]1[CH:5]=[C:6]([CH:11]=[CH:12][C:13]=1[C:14]1[O:18][C:17]([CH3:19])=[N:16][CH:15]=1)[C:7]([NH:9][NH2:10])=[O:8].ClCCCC([C:28]1[CH:33]=[CH:32][C:31]([Cl:34])=[CH:30][C:29]=1[F:35])C(O)=O.C(N([CH2:41][CH3:42])CC)C.P(C#N)(O[CH2:49][CH3:50])(OCC)=O.[C:53](Cl)(Cl)(Cl)[Cl:54].C1(P(C2C=CC=CC=2)C2C=CC=CC=2)C=CC=CC=1. The catalyst is CN(C=O)C.C(#N)C.O. The product is [Cl:54][CH2:53][CH2:49][CH2:50][CH:41]([C:42]1[O:8][C:7]([C:6]2[CH:11]=[CH:12][C:13]([C:14]3[O:18][C:17]([CH3:19])=[N:16][CH:15]=3)=[C:4]([O:3][CH3:2])[CH:5]=2)=[N:9][N:10]=1)[C:32]1[CH:33]=[CH:28][C:29]([F:35])=[CH:30][C:31]=1[Cl:34]. The yield is 0.320. (6) The reactants are [NH2:1][C:2]1[CH:3]=[CH:4][CH:5]=[C:6]2[C:11]=1[CH:10]=[C:9]([OH:12])[CH:8]=[CH:7]2.[C:13](O[C:13]([O:15][C:16]([CH3:19])([CH3:18])[CH3:17])=[O:14])([O:15][C:16]([CH3:19])([CH3:18])[CH3:17])=[O:14].C(Cl)Cl.CCOCC. The catalyst is C(Cl)Cl.O1CCCC1. The product is [C:16]([O:15][C:13](=[O:14])[NH:1][C:2]1[C:11]2[C:6](=[CH:7][CH:8]=[C:9]([OH:12])[CH:10]=2)[CH:5]=[CH:4][CH:3]=1)([CH3:19])([CH3:18])[CH3:17]. The yield is 0.900.